Dataset: Forward reaction prediction with 1.9M reactions from USPTO patents (1976-2016). Task: Predict the product of the given reaction. Given the reactants [CH3:1][C:2]1[CH:7]=[CH:6][N:5]([C:8]2[CH:13]=[CH:12][C:11]([N:14]3[CH2:19][CH2:18][NH:17][CH2:16][CH2:15]3)=[CH:10][CH:9]=2)[C:4](=[O:20])[CH:3]=1.Cl[CH2:22][CH2:23][CH2:24][CH2:25][CH2:26][C:27]1[C:35]2[C:30](=[CH:31][CH:32]=[C:33]([C:36]#[N:37])[CH:34]=2)[NH:29][CH:28]=1.C(=O)([O-])[O-].[K+].[K+].[I-].[K+], predict the reaction product. The product is: [CH3:1][C:2]1[CH:7]=[CH:6][N:5]([C:8]2[CH:9]=[CH:10][C:11]([N:14]3[CH2:15][CH2:16][N:17]([CH2:22][CH2:23][CH2:24][CH2:25][CH2:26][C:27]4[C:35]5[C:30](=[CH:31][CH:32]=[C:33]([C:36]#[N:37])[CH:34]=5)[NH:29][CH:28]=4)[CH2:18][CH2:19]3)=[CH:12][CH:13]=2)[C:4](=[O:20])[CH:3]=1.